From a dataset of Forward reaction prediction with 1.9M reactions from USPTO patents (1976-2016). Predict the product of the given reaction. Given the reactants [Cl:1][C:2]1[CH:3]=[C:4]([NH:17][C:18]2[C:19]3[N:26]([CH2:27][C:28]4[CH:36]=[CH:35][C:31]([C:32]([OH:34])=O)=[CH:30][CH:29]=4)[CH:25]=[CH:24][C:20]=3[N:21]=[CH:22][N:23]=2)[CH:5]=[CH:6][C:7]=1[O:8][CH2:9][C:10]1[CH:15]=[CH:14][CH:13]=[C:12]([F:16])[CH:11]=1.[OH:37][CH:38]1[CH2:43][CH2:42][NH:41][CH2:40][CH2:39]1.O.ON1C2C=CC=CC=2N=N1.Cl.C(N=C=NCCCN(C)C)C, predict the reaction product. The product is: [Cl:1][C:2]1[CH:3]=[C:4]([NH:17][C:18]2[C:19]3[N:26]([CH2:27][C:28]4[CH:36]=[CH:35][C:31]([C:32]([N:41]5[CH2:42][CH2:43][CH:38]([OH:37])[CH2:39][CH2:40]5)=[O:34])=[CH:30][CH:29]=4)[CH:25]=[CH:24][C:20]=3[N:21]=[CH:22][N:23]=2)[CH:5]=[CH:6][C:7]=1[O:8][CH2:9][C:10]1[CH:15]=[CH:14][CH:13]=[C:12]([F:16])[CH:11]=1.